Dataset: Full USPTO retrosynthesis dataset with 1.9M reactions from patents (1976-2016). Task: Predict the reactants needed to synthesize the given product. The reactants are: [Br:1][C:2]1[CH:3]=[C:4]([CH2:8][C:9]([OH:11])=O)[CH:5]=[CH:6][CH:7]=1.C(Cl)(=O)C(Cl)=O.[CH3:18][NH:19][C:20]1[CH:25]=[CH:24][CH:23]=[CH:22][CH:21]=1.C(N(CC)CC)C. Given the product [Br:1][C:2]1[CH:3]=[C:4]([CH2:8][C:9]([N:19]([CH3:18])[C:20]2[CH:25]=[CH:24][CH:23]=[CH:22][CH:21]=2)=[O:11])[CH:5]=[CH:6][CH:7]=1, predict the reactants needed to synthesize it.